Dataset: Forward reaction prediction with 1.9M reactions from USPTO patents (1976-2016). Task: Predict the product of the given reaction. (1) Given the reactants Br[C:2]1[CH:3]=[C:4]([CH:8]=[CH:9][C:10]=1[CH3:11])[C:5]([OH:7])=[O:6].[CH:12]1C=CC(P(C2C=CC=CC=2)CCCP(C2C=CC=CC=2)C2C=CC=CC=2)=CC=1.[C:41](=[O:44])([O-])[O-:42].[K+].[K+].[C]=O.Cl, predict the reaction product. The product is: [CH3:12][O:42][C:41]([C:2]1[CH:3]=[C:4]([CH:8]=[CH:9][C:10]=1[CH3:11])[C:5]([OH:7])=[O:6])=[O:44]. (2) Given the reactants [C:1]([C:3]([C:6]1[CH:7]=[C:8]([CH:31]=[CH:32][CH:33]=1)[C:9]([NH:11][C:12]1[CH:17]=[CH:16][C:15]([CH3:18])=[C:14]([N:19]2[C:28](=[O:29])[C:27]3[C:22](=[C:23]([OH:30])[CH:24]=[CH:25][CH:26]=3)[N:21]=[CH:20]2)[CH:13]=1)=[O:10])([CH3:5])[CH3:4])#[N:2].Cl.[CH2:35]([N:37]([CH2:41][CH3:42])[CH2:38][CH2:39]Cl)[CH3:36].C(=O)([O-])[O-].[K+].[K+].[I-].[Na+], predict the reaction product. The product is: [C:1]([C:3]([CH3:4])([CH3:5])[C:6]1[CH:7]=[C:8]([CH:31]=[CH:32][CH:33]=1)[C:9]([NH:11][C:12]1[CH:17]=[CH:16][C:15]([CH3:18])=[C:14]([N:19]2[C:28](=[O:29])[C:27]3[C:22](=[C:23]([O:30][CH2:36][CH2:35][N:37]([CH2:41][CH3:42])[CH2:38][CH3:39])[CH:24]=[CH:25][CH:26]=3)[N:21]=[CH:20]2)[CH:13]=1)=[O:10])#[N:2]. (3) Given the reactants [Br:1][C:2]1[C:6]2=[N:7][CH:8]=[CH:9][CH:10]=[C:5]2[S:4][C:3]=1C(O)=O.C1C=CC(OP([O:26][C:27]2C=CC=CC=2)(N=[N+]=[N-])=O)=CC=1.CC[N:35](C(C)C)C(C)C.[C:42]([OH:46])([CH3:45])([CH3:44])[CH3:43], predict the reaction product. The product is: [Br:1][C:2]1[C:6]2=[N:7][CH:8]=[CH:9][CH:10]=[C:5]2[S:4][C:3]=1[NH:35][C:27](=[O:26])[O:46][C:42]([CH3:45])([CH3:44])[CH3:43]. (4) Given the reactants [I:1][C:2]1[N:3]=[C:4]([C@@H:8]2[CH2:12][C@H:11]([CH3:13])[CH2:10][N:9]2[C:14]([O:16][C:17]([CH3:20])([CH3:19])[CH3:18])=[O:15])[NH:5][C:6]=1I.S([O-])([O-])=O.[Na+].[Na+], predict the reaction product. The product is: [I:1][C:2]1[NH:3][C:4]([C@@H:8]2[CH2:12][C@H:11]([CH3:13])[CH2:10][N:9]2[C:14]([O:16][C:17]([CH3:18])([CH3:20])[CH3:19])=[O:15])=[N:5][CH:6]=1. (5) The product is: [N:14]1[C:15]2[C:10](=[CH:9][C:8]([CH2:20][CH2:19][CH:18]=[O:21])=[CH:17][CH:16]=2)[CH:11]=[CH:12][CH:13]=1. Given the reactants O1CCOCC1.Br[C:8]1[CH:9]=[C:10]2[C:15](=[CH:16][CH:17]=1)[N:14]=[CH:13][CH:12]=[CH:11]2.[CH2:18]([OH:21])[CH:19]=[CH2:20].CN(C1CCCCC1)C1CCCCC1, predict the reaction product.